From a dataset of Forward reaction prediction with 1.9M reactions from USPTO patents (1976-2016). Predict the product of the given reaction. (1) Given the reactants [OH:1][CH:2]1[CH2:7][CH:6]([CH3:8])[N:5]([C:9]([O:11]C(C)(C)C)=O)[CH:4]([CH3:16])[CH2:3]1.F[C:18]1[CH:25]=[CH:24][C:23]([C:26]2[N:31]=[C:30]([NH:32][C:33]3[CH:38]=[CH:37][C:36]([N:39]4[CH2:44][CH2:43][N:42]([CH:45]5[CH2:48][O:47][CH2:46]5)[CH2:41][CH2:40]4)=[CH:35][CH:34]=3)[N:29]=[CH:28][N:27]=2)=[CH:22][C:19]=1[C:20]#[N:21].C(O)(=O)[CH2:50][OH:51], predict the reaction product. The product is: [OH:51][CH2:50][C:9]([N:5]1[CH:4]([CH3:16])[CH2:3][CH:2]([O:1][C:18]2[CH:25]=[CH:24][C:23]([C:26]3[N:31]=[C:30]([NH:32][C:33]4[CH:38]=[CH:37][C:36]([N:39]5[CH2:44][CH2:43][N:42]([CH:45]6[CH2:48][O:47][CH2:46]6)[CH2:41][CH2:40]5)=[CH:35][CH:34]=4)[N:29]=[CH:28][N:27]=3)=[CH:22][C:19]=2[C:20]#[N:21])[CH2:7][CH:6]1[CH3:8])=[O:11]. (2) Given the reactants [NH2:1][CH2:2][C@@H:3]1[C@@H:11]([C@@:12]2([CH3:21])[CH2:17][CH2:16][C@H:15]([OH:18])[CH2:14][C@@H:13]2[CH2:19][OH:20])[CH2:10][CH2:9][C@@:8]2([CH3:22])[C@H:4]1[CH2:5][CH2:6][C:7]2=[CH2:23].[C:24]1([CH3:32])[C:25]([CH:30]=O)=[CH:26][CH:27]=[CH:28][CH:29]=1.[BH4-].[Na+], predict the reaction product. The product is: [OH:20][CH2:19][C@@H:13]1[C@@:12]([CH3:21])([C@H:11]2[CH2:10][CH2:9][C@@:8]3([CH3:22])[C@@H:4]([CH2:5][CH2:6][C:7]3=[CH2:23])[C@@H:3]2[CH2:2][NH:1][CH2:32][C:24]2[CH:29]=[CH:28][CH:27]=[CH:26][C:25]=2[CH3:30])[CH2:17][CH2:16][C@H:15]([OH:18])[CH2:14]1. (3) Given the reactants [CH:1]1([NH:4][C:5](=[O:24])[C:6]2[CH:11]=[CH:10][C:9]([CH3:12])=[C:8]([C:13]3[CH:14]=[C:15]4[C:20](=[CH:21][CH:22]=3)[C:19](=[O:23])[NH:18][CH:17]=[CH:16]4)[CH:7]=2)[CH2:3][CH2:2]1.C(=O)([O-])[O-].[K+].[K+].Br[CH:32]([C:34]1[CH:39]=[CH:38][CH:37]=[CH:36][CH:35]=1)[CH3:33], predict the reaction product. The product is: [CH:1]1([NH:4][C:5](=[O:24])[C:6]2[CH:11]=[CH:10][C:9]([CH3:12])=[C:8]([C:13]3[CH:14]=[C:15]4[C:20](=[CH:21][CH:22]=3)[C:19](=[O:23])[N:18]([CH:32]([C:34]3[CH:39]=[CH:38][CH:37]=[CH:36][CH:35]=3)[CH3:33])[CH:17]=[CH:16]4)[CH:7]=2)[CH2:2][CH2:3]1. (4) Given the reactants [Cl:1][C:2]1[CH:7]=[CH:6][N:5]=[C:4]2[NH:8][C:9]([C:11]3[CH:16]=[CH:15][C:14]([C:17]([N:19]4[CH2:24][CH2:23][N:22]([CH3:25])[CH2:21][CH2:20]4)=[O:18])=[CH:13][CH:12]=3)=[N:10][C:3]=12.[F:26][C:27]1[CH:28]=[C:29](B(O)O)[CH:30]=[CH:31][C:32]=1[O:33][CH3:34].C(=O)([O-])[O-].[Na+].[Na+].Cl, predict the reaction product. The product is: [ClH:1].[F:26][C:27]1[CH:28]=[C:29]([C:2]2[CH:7]=[CH:6][N:5]=[C:4]3[NH:8][C:9]([C:11]4[CH:16]=[CH:15][C:14]([C:17]([N:19]5[CH2:24][CH2:23][N:22]([CH3:25])[CH2:21][CH2:20]5)=[O:18])=[CH:13][CH:12]=4)=[N:10][C:3]=23)[CH:30]=[CH:31][C:32]=1[O:33][CH3:34].